Dataset: Full USPTO retrosynthesis dataset with 1.9M reactions from patents (1976-2016). Task: Predict the reactants needed to synthesize the given product. (1) The reactants are: Cl[C:2]1[O:3][C:4]2[CH:10]=[CH:9][CH:8]=[CH:7][C:5]=2[N:6]=1.[Br:11][C:12]1[CH:13]=[CH:14][C:15]2[NH:20][CH2:19][CH2:18][O:17][C:16]=2[CH:21]=1. Given the product [O:3]1[C:4]2[CH:10]=[CH:9][CH:8]=[CH:7][C:5]=2[N:6]=[C:2]1[N:20]1[CH2:19][CH2:18][O:17][C:16]2[CH:21]=[C:12]([Br:11])[CH:13]=[CH:14][C:15]1=2, predict the reactants needed to synthesize it. (2) Given the product [Cl:17][CH2:16][CH2:15][O:14][C:8]1[CH:7]=[C:6]2[C:11]([C:2]([NH:31][C:30]3[CH:29]=[CH:28][C:27]([O:20][C:21]4[CH:26]=[CH:25][CH:24]=[CH:23][CH:22]=4)=[CH:33][CH:32]=3)=[C:3]([C:18]#[N:19])[CH:4]=[N:5]2)=[CH:10][C:9]=1[O:12][CH3:13], predict the reactants needed to synthesize it. The reactants are: Cl[C:2]1[C:11]2[C:6](=[CH:7][C:8]([O:14][CH2:15][CH2:16][Cl:17])=[C:9]([O:12][CH3:13])[CH:10]=2)[N:5]=[CH:4][C:3]=1[C:18]#[N:19].[O:20]([C:27]1[CH:33]=[CH:32][C:30]([NH2:31])=[CH:29][CH:28]=1)[C:21]1[CH:26]=[CH:25][CH:24]=[CH:23][CH:22]=1.Cl.N1C=CC=CC=1.O.